This data is from Catalyst prediction with 721,799 reactions and 888 catalyst types from USPTO. The task is: Predict which catalyst facilitates the given reaction. (1) Reactant: [C:1](OC(=O)C)(=[O:3])C.[Br:8][C:9]1[N:14]=[C:13]([O:15][CH3:16])[C:12]([NH2:17])=[CH:11][CH:10]=1. Product: [Br:8][C:9]1[N:14]=[C:13]([O:15][CH3:16])[C:12]([NH:17][CH:1]=[O:3])=[CH:11][CH:10]=1. The catalyst class is: 106. (2) Reactant: C([N:8]1[CH2:13][CH2:12][N:11](CC2C=CC=CC=2)[CH2:10][CH:9]1[CH2:21][C:22]([O:24][CH3:25])=[O:23])C1C=CC=CC=1.Cl.[C:27]([O:31][C:32]([O:34]N=C(C1C=CC=CC=1)C#N)=O)([CH3:30])([CH3:29])[CH3:28]. Product: [CH3:25][O:24][C:22]([CH2:21][CH:9]1[NH:8][CH2:13][CH2:12][N:11]([C:32]([O:31][C:27]([CH3:28])([CH3:29])[CH3:30])=[O:34])[CH2:10]1)=[O:23]. The catalyst class is: 5. (3) Reactant: C(OC(=O)[NH:10][CH2:11][CH2:12][CH2:13][CH2:14][C@H:15]([NH:19][C:20]([O:22][C:23]([CH3:26])([CH3:25])[CH3:24])=[O:21])[C:16](=[O:18])[NH2:17])C1C=CC=CC=1. Product: [C:23]([O:22][C:20](=[O:21])[NH:19][C@H:15]([C:16](=[O:18])[NH2:17])[CH2:14][CH2:13][CH2:12][CH2:11][NH2:10])([CH3:26])([CH3:24])[CH3:25]. The catalyst class is: 19. (4) Reactant: Cl.[NH:2]1[CH2:11][CH2:10][CH2:9][CH2:8][CH:3]1[C:4]([O:6][CH3:7])=[O:5].[N:12]1[CH:17]=[CH:16][CH:15]=[CH:14][C:13]=1[CH:18]=O.C(N(CC)CC)C.C(O[BH-](OC(=O)C)OC(=O)C)(=O)C.[Na+].C(=O)([O-])[O-].[Na+].[Na+]. Product: [CH3:7][O:6][C:4]([CH:3]1[CH2:8][CH2:9][CH2:10][CH2:11][N:2]1[CH2:18][C:13]1[CH:14]=[CH:15][CH:16]=[CH:17][N:12]=1)=[O:5]. The catalyst class is: 68.